The task is: Regression. Given two drug SMILES strings and cell line genomic features, predict the synergy score measuring deviation from expected non-interaction effect.. This data is from NCI-60 drug combinations with 297,098 pairs across 59 cell lines. (1) Drug 1: C1C(C(OC1N2C=NC3=C(N=C(N=C32)Cl)N)CO)O. Drug 2: C(=O)(N)NO. Cell line: T-47D. Synergy scores: CSS=-1.50, Synergy_ZIP=3.23, Synergy_Bliss=2.00, Synergy_Loewe=-7.18, Synergy_HSA=-3.58. (2) Drug 1: CC1=C2C(C(=O)C3(C(CC4C(C3C(C(C2(C)C)(CC1OC(=O)C(C(C5=CC=CC=C5)NC(=O)OC(C)(C)C)O)O)OC(=O)C6=CC=CC=C6)(CO4)OC(=O)C)O)C)O. Drug 2: CN(C(=O)NC(C=O)C(C(C(CO)O)O)O)N=O. Cell line: UACC62. Synergy scores: CSS=6.06, Synergy_ZIP=-0.625, Synergy_Bliss=-1.03, Synergy_Loewe=0.708, Synergy_HSA=-0.567. (3) Drug 1: CC(C)CN1C=NC2=C1C3=CC=CC=C3N=C2N. Drug 2: B(C(CC(C)C)NC(=O)C(CC1=CC=CC=C1)NC(=O)C2=NC=CN=C2)(O)O. Cell line: HCT116. Synergy scores: CSS=15.1, Synergy_ZIP=-4.24, Synergy_Bliss=-13.0, Synergy_Loewe=-33.2, Synergy_HSA=-17.4. (4) Drug 1: CS(=O)(=O)C1=CC(=C(C=C1)C(=O)NC2=CC(=C(C=C2)Cl)C3=CC=CC=N3)Cl. Drug 2: CC12CCC3C(C1CCC2OP(=O)(O)O)CCC4=C3C=CC(=C4)OC(=O)N(CCCl)CCCl.[Na+]. Cell line: MOLT-4. Synergy scores: CSS=6.08, Synergy_ZIP=-1.91, Synergy_Bliss=-1.03, Synergy_Loewe=-2.93, Synergy_HSA=-2.41. (5) Drug 1: CN1CCC(CC1)COC2=C(C=C3C(=C2)N=CN=C3NC4=C(C=C(C=C4)Br)F)OC. Drug 2: CCC1=CC2CC(C3=C(CN(C2)C1)C4=CC=CC=C4N3)(C5=C(C=C6C(=C5)C78CCN9C7C(C=CC9)(C(C(C8N6C)(C(=O)OC)O)OC(=O)C)CC)OC)C(=O)OC.C(C(C(=O)O)O)(C(=O)O)O. Cell line: HT29. Synergy scores: CSS=81.9, Synergy_ZIP=24.6, Synergy_Bliss=25.7, Synergy_Loewe=22.5, Synergy_HSA=25.0.